From a dataset of Full USPTO retrosynthesis dataset with 1.9M reactions from patents (1976-2016). Predict the reactants needed to synthesize the given product. (1) Given the product [Cl-:1].[CH:22]([O:21][C:20]([NH:19][C@@H:13]1[CH:14]2[CH2:15][CH2:16][N+:11]([CH2:2][C:3](=[O:4])[C:5]3[CH:10]=[CH:9][CH:8]=[CH:7][CH:6]=3)([CH2:18][CH2:17]2)[CH2:12]1)=[O:35])([C:23]1[CH:28]=[CH:27][CH:26]=[CH:25][CH:24]=1)[C:29]1[CH:34]=[CH:33][CH:32]=[CH:31][CH:30]=1, predict the reactants needed to synthesize it. The reactants are: [Cl:1][CH2:2][C:3]([C:5]1[CH:10]=[CH:9][CH:8]=[CH:7][CH:6]=1)=[O:4].[N:11]12[CH2:18][CH2:17][CH:14]([CH2:15][CH2:16]1)[C@@H:13]([NH:19][C:20](=[O:35])[O:21][CH:22]([C:29]1[CH:34]=[CH:33][CH:32]=[CH:31][CH:30]=1)[C:23]1[CH:28]=[CH:27][CH:26]=[CH:25][CH:24]=1)[CH2:12]2. (2) Given the product [ClH:45].[NH2:7][C@H:8]([CH2:34][C:35]1[CH:40]=[C:39]([F:41])[C:38]([F:42])=[CH:37][C:36]=1[F:43])[CH2:9][C:10]([N:12]1[CH2:17][CH2:16][N:15]2[C:18]([C:30]([F:33])([F:32])[F:31])=[N:19][C:20]([C:21]([N:23]3[CH2:27][CH2:26][CH2:25][C@@H:24]3[CH2:28][OH:29])=[O:22])=[C:14]2[CH2:13]1)=[O:11], predict the reactants needed to synthesize it. The reactants are: C(OC(=O)[NH:7][C@H:8]([CH2:34][C:35]1[CH:40]=[C:39]([F:41])[C:38]([F:42])=[CH:37][C:36]=1[F:43])[CH2:9][C:10]([N:12]1[CH2:17][CH2:16][N:15]2[C:18]([C:30]([F:33])([F:32])[F:31])=[N:19][C:20]([C:21]([N:23]3[CH2:27][CH2:26][CH2:25][C@@H:24]3[CH2:28][OH:29])=[O:22])=[C:14]2[CH2:13]1)=[O:11])(C)(C)C.[ClH:45]. (3) Given the product [CH2:16]([O:9][C:8]([CH2:7][C:3]1[CH:2]=[C:1]([CH2:11][C:12]([OH:14])=[O:13])[CH:6]=[CH:5][CH:4]=1)=[O:10])[CH3:17], predict the reactants needed to synthesize it. The reactants are: [C:1]1([CH2:11][C:12]([OH:14])=[O:13])[CH:6]=[CH:5][CH:4]=[C:3]([CH2:7][C:8]([OH:10])=[O:9])[CH:2]=1.Cl.[CH2:16](O)[CH3:17]. (4) Given the product [Cl:26][C:24]1[CH:25]=[C:20]([Cl:1])[C:21]2[N:22]([C:27]([C:30]([O:32][CH2:33][CH3:34])=[O:31])=[CH:28][N:29]=2)[N:23]=1, predict the reactants needed to synthesize it. The reactants are: [Cl:1]C(C=O)C(OCC)=O.BrC1C=C(Cl)N=NC=1N.Br[C:20]1[C:21]2[N:22]([C:27]([C:30]([O:32][CH2:33][CH3:34])=[O:31])=[CH:28][N:29]=2)[N:23]=[C:24]([Cl:26])[CH:25]=1. (5) Given the product [CH3:7][N:5]1[CH:6]=[C:2]([C:15]2[S:16][CH:17]=[CH:18][CH:19]=2)[N:3]=[C:4]1[CH:8]=[O:9], predict the reactants needed to synthesize it. The reactants are: Br[C:2]1[N:3]=[C:4]([CH:8]=[O:9])[N:5]([CH3:7])[CH:6]=1.C([Sn](CCCC)(CCCC)[C:15]1[S:16][CH:17]=[CH:18][CH:19]=1)CCC. (6) The reactants are: [Cl:1][C:2]1[CH:7]=[C:6]([Cl:8])[CH:5]=[CH:4][C:3]=1[CH2:9][C:10]#N.C(O[C:15]([C:17]1[CH:18]=[N:19][C:20]([C:23]([F:26])([F:25])[F:24])=[CH:21][CH:22]=1)=[O:16])C. Given the product [Cl:1][C:2]1[CH:7]=[C:6]([Cl:8])[CH:5]=[CH:4][C:3]=1[CH:9]([CH3:10])[C:15]([C:17]1[CH:18]=[N:19][C:20]([C:23]([F:24])([F:25])[F:26])=[CH:21][CH:22]=1)([OH:16])[C:23]([F:26])([F:25])[F:24], predict the reactants needed to synthesize it. (7) Given the product [Br:20][C:15]1[CH:16]=[N:17][N:18]([CH3:19])[C:14]=1[C:6]1[CH:7]=[C:8]([N+:11]([O-:13])=[O:12])[CH:9]=[CH:10][C:5]=1[O:4][CH2:3][CH2:2][Br:1], predict the reactants needed to synthesize it. The reactants are: [Br:1][CH2:2][CH2:3][O:4][C:5]1[CH:10]=[CH:9][C:8]([N+:11]([O-:13])=[O:12])=[CH:7][C:6]=1[C:14]1[N:18]([CH3:19])[N:17]=[CH:16][CH:15]=1.[Br:20]N1C(=O)CCC1=O. (8) Given the product [N+:22]([CH:21]=[CH:20][C:6]1[C:5]2[C:9](=[CH:10][C:2]([F:1])=[CH:3][CH:4]=2)[NH:8][CH:7]=1)([O-:24])=[O:23], predict the reactants needed to synthesize it. The reactants are: [F:1][C:2]1[CH:10]=[C:9]2[C:5]([CH:6]=[CH:7][NH:8]2)=[CH:4][CH:3]=1.FC(F)(F)C(O)=O.CN(C)/[CH:20]=[CH:21]\[N+:22]([O-:24])=[O:23]. (9) Given the product [OH:35][CH:32]1[CH2:31][CH2:30][N:29]([C:27]2[CH:26]=[C:4]([CH:3]=[C:2]([C:36]3[CH:41]=[CH:40][CH:39]=[CH:38][CH:37]=3)[N:28]=2)[C:5]([N:7]2[CH2:8][CH2:9][CH:10]([N:13]3[CH2:25][CH2:24][CH2:23][C:15]4([C:19](=[O:20])[O:18][C:17]([CH3:21])([CH3:22])[CH2:16]4)[CH2:14]3)[CH2:11][CH2:12]2)=[O:6])[CH2:34][CH2:33]1, predict the reactants needed to synthesize it. The reactants are: Cl[C:2]1[CH:3]=[C:4]([CH:26]=[C:27]([N:29]2[CH2:34][CH2:33][CH:32]([OH:35])[CH2:31][CH2:30]2)[N:28]=1)[C:5]([N:7]1[CH2:12][CH2:11][CH:10]([N:13]2[CH2:25][CH2:24][CH2:23][C:15]3([C:19](=[O:20])[O:18][C:17]([CH3:22])([CH3:21])[CH2:16]3)[CH2:14]2)[CH2:9][CH2:8]1)=[O:6].[C:36]1(B(O)O)[CH:41]=[CH:40][CH:39]=[CH:38][CH:37]=1.C(OC(C)C)(C)C. (10) Given the product [CH3:10][O:9][C:7]1[C:6]2[O:11][CH2:12][O:13][C:5]=2[CH:4]=[C:3]([B:18]([OH:19])[OH:17])[CH:8]=1, predict the reactants needed to synthesize it. The reactants are: [Mg].Br[C:3]1[CH:8]=[C:7]([O:9][CH3:10])[C:6]2[O:11][CH2:12][O:13][C:5]=2[CH:4]=1.II.C[O:17][B:18](OC)[O:19]C.Cl.